This data is from Forward reaction prediction with 1.9M reactions from USPTO patents (1976-2016). The task is: Predict the product of the given reaction. (1) Given the reactants [CH:1]1[C:13]2[CH:12]([CH2:14][O:15][C:16]([NH:18][C@@H:19]3[CH2:23][N:22](C(OC(C)(C)C)=O)[C@H:21]([C:31](=[O:43])[NH:32][C@H:33]4[C:42]5[C:37](=[CH:38][CH:39]=[CH:40][CH:41]=5)[CH2:36][CH2:35][CH2:34]4)[CH2:20]3)=[O:17])[C:11]3[C:6](=[CH:7][CH:8]=[CH:9][CH:10]=3)[C:5]=2[CH:4]=[CH:3][CH:2]=1.C(O)(C(F)(F)F)=O, predict the reaction product. The product is: [C@H:33]1([NH:32][C:31]([C@H:21]2[NH:22][CH2:23][C@@H:19]([NH:18][C:16](=[O:17])[O:15][CH2:14][CH:12]3[C:11]4[CH:10]=[CH:9][CH:8]=[CH:7][C:6]=4[C:5]4[C:13]3=[CH:1][CH:2]=[CH:3][CH:4]=4)[CH2:20]2)=[O:43])[C:42]2[C:37](=[CH:38][CH:39]=[CH:40][CH:41]=2)[CH2:36][CH2:35][CH2:34]1. (2) Given the reactants [CH2:1]([NH:8][C:9]([C:11]1[S:15][C:14]([N:16](C)[C:17](=O)OC(C)(C)C)=[N:13][C:12]=1[CH3:25])=[O:10])[C:2]1[CH:7]=[CH:6][CH:5]=[CH:4][CH:3]=1.FC(F)(F)C(O)=O.C1(C)C=CC=CC=1, predict the reaction product. The product is: [CH2:1]([NH:8][C:9]([C:11]1[S:15][C:14]([NH:16][CH3:17])=[N:13][C:12]=1[CH3:25])=[O:10])[C:2]1[CH:7]=[CH:6][CH:5]=[CH:4][CH:3]=1.